This data is from Forward reaction prediction with 1.9M reactions from USPTO patents (1976-2016). The task is: Predict the product of the given reaction. (1) Given the reactants FC(F)(F)S(O[C:7]1[C:8]([CH3:14])([CH3:13])[O:9][C:10](=[O:12])[CH:11]=1)(=O)=O.[CH3:17][O:18][C:19]1[CH:24]=[CH:23][C:22](B(O)O)=[CH:21][CH:20]=1.[F-].[K+], predict the reaction product. The product is: [CH3:17][O:18][C:19]1[CH:24]=[CH:23][C:22]([C:7]2[C:8]([CH3:14])([CH3:13])[O:9][C:10](=[O:12])[CH:11]=2)=[CH:21][CH:20]=1. (2) The product is: [F:1][C:2]([F:13])([F:12])[C:3]1[CH:8]=[CH:7][C:6]([C:9]2=[CH:16][C:15]([O:19][C:10]2=[O:21])=[O:18])=[CH:5][CH:4]=1. Given the reactants [F:1][C:2]([F:13])([F:12])[C:3]1[CH:8]=[CH:7][C:6]([CH2:9][C:10]#N)=[CH:5][CH:4]=1.O.[C:15]([OH:19])(=[O:18])[CH:16]=O.C(=O)([O-])[O-:21].[K+].[K+].S(=O)(=O)(O)O, predict the reaction product. (3) Given the reactants [NH2:1][C:2]1[CH:10]=[CH:9][CH:8]=[C:7]2[C:3]=1[CH:4]=[N:5][N:6]2[CH3:11].Br[C:13]1[C:21]([N+:22]([O-:24])=[O:23])=[CH:20][CH:19]=[CH:18][C:14]=1[C:15]([OH:17])=[O:16], predict the reaction product. The product is: [CH3:11][N:6]1[C:7]2[C:3](=[C:2]([NH:1][C:13]3[C:21]([N+:22]([O-:24])=[O:23])=[CH:20][CH:19]=[CH:18][C:14]=3[C:15]([OH:17])=[O:16])[CH:10]=[CH:9][CH:8]=2)[CH:4]=[N:5]1. (4) Given the reactants [CH3:1][C:2]1[C:6]([C:7]([O:9]CC)=[O:8])=[C:5]([CH3:12])[NH:4][C:3]=1C(OCC)=O, predict the reaction product. The product is: [C:7]([CH2:6][CH2:5][N:4]1[C:5]([CH3:12])=[C:6]([C:7]([OH:9])=[O:8])[C:2]([CH3:1])=[CH:3]1)([OH:9])=[O:8]. (5) Given the reactants [CH3:1][O:2][C:3]1[CH:18]=[CH:17][C:6]([CH2:7][N:8]2[CH:12]=[C:11]([C:13](Cl)=O)[C:10]([CH3:16])=[N:9]2)=[CH:5][CH:4]=1.[Si](C=[N+]=[N-])(C)(C)[CH3:20].[BrH:26].[OH-:27].[Na+], predict the reaction product. The product is: [Br:26][CH2:20][C:13]([C:11]1[C:10]([CH3:16])=[N:9][N:8]([CH2:7][C:6]2[CH:17]=[CH:18][C:3]([O:2][CH3:1])=[CH:4][CH:5]=2)[CH:12]=1)=[O:27]. (6) Given the reactants Br[C:2]1[C:11]2[C:6](=[CH:7][CH:8]=[C:9]([N:12]3[CH:16]=[C:15]([CH3:17])[CH:14]=[N:13]3)[CH:10]=2)[C:5](=[O:18])[N:4]([CH3:19])[CH:3]=1.[CH:20]1([CH2:23][O:24][C:25]2[CH:30]=[CH:29][C:28]([S:31]([CH3:34])(=[O:33])=[O:32])=[CH:27][C:26]=2B2OC(C)(C)C(C)(C)O2)[CH2:22][CH2:21]1.[O-]P([O-])([O-])=O.[K+].[K+].[K+], predict the reaction product. The product is: [CH:20]1([CH2:23][O:24][C:25]2[CH:30]=[CH:29][C:28]([S:31]([CH3:34])(=[O:33])=[O:32])=[CH:27][C:26]=2[C:2]2[C:11]3[C:6](=[CH:7][CH:8]=[C:9]([N:12]4[CH:16]=[C:15]([CH3:17])[CH:14]=[N:13]4)[CH:10]=3)[C:5](=[O:18])[N:4]([CH3:19])[CH:3]=2)[CH2:21][CH2:22]1. (7) Given the reactants [CH3:1][C:2]1[N:7]2[N:8]=[CH:9][C:10]([C:11](=[N:13][OH:14])[NH2:12])=[C:6]2[N:5]=[C:4]([C:15]([F:18])([F:17])[F:16])[CH:3]=1.[Cl:19][C:20]1[CH:24]=[CH:23][S:22][C:21]=1[C:25](Cl)=O, predict the reaction product. The product is: [Cl:19][C:20]1[CH:24]=[CH:23][S:22][C:21]=1[C:25]1[O:14][N:13]=[C:11]([C:10]2[CH:9]=[N:8][N:7]3[C:2]([CH3:1])=[CH:3][C:4]([C:15]([F:18])([F:16])[F:17])=[N:5][C:6]=23)[N:12]=1. (8) Given the reactants [NH2:1][C:2]1[CH:3]=[C:4]2[C:8](=[CH:9][CH:10]=1)[C:7](=[O:11])[N:6]([CH2:12][CH2:13][CH2:14][CH3:15])[CH2:5]2.C([O-])([O-])=O.[K+].[K+].CS(O[CH2:27][C:28]1[C:29]([CH3:41])=[N:30][C:31]([CH3:40])=[CH:32][C:33]=1[C:34]1[CH:39]=[CH:38][CH:37]=[CH:36][CH:35]=1)(=O)=O.O, predict the reaction product. The product is: [CH2:12]([N:6]1[CH2:5][C:4]2[C:8](=[CH:9][CH:10]=[C:2]([NH:1][CH2:27][C:28]3[C:29]([CH3:41])=[N:30][C:31]([CH3:40])=[CH:32][C:33]=3[C:34]3[CH:35]=[CH:36][CH:37]=[CH:38][CH:39]=3)[CH:3]=2)[C:7]1=[O:11])[CH2:13][CH2:14][CH3:15].